This data is from Reaction yield outcomes from USPTO patents with 853,638 reactions. The task is: Predict the reaction yield, written as a fraction of the theoretical maximum amount of product (1.0 means a 100% yield; for example, 0.34 means a 34% yield). The reactants are [CH3:1][O:2][C:3]1[CH:4]=[C:5]2[C:10](=[CH:11][CH:12]=1)[C@@H:9]([CH2:13][CH2:14][O:15][Si:16]([C:19]([CH3:22])([CH3:21])[CH3:20])([CH3:18])[CH3:17])[NH:8][CH2:7][CH2:6]2.[N:23]1C=CC=CC=1.[F:29][C:30]([F:41])([F:40])[C:31](O[C:31](=[O:32])[C:30]([F:41])([F:40])[F:29])=[O:32].C(=O)([O-])O.[Na+]. The catalyst is ClCCl. The product is [CH3:1][O:2][C:3]1[CH:4]=[C:5]2[C:10](=[CH:11][CH:12]=1)[C@@H:9]([CH2:13][CH2:14][O:15][Si:16]([C:19]([CH3:22])([CH3:21])[CH3:20])([CH3:17])[CH3:18])[NH:8][CH2:7][CH2:6]2.[F:29][C:30]([F:41])([F:40])[C:31]([NH2:23])=[O:32]. The yield is 0.880.